Dataset: Forward reaction prediction with 1.9M reactions from USPTO patents (1976-2016). Task: Predict the product of the given reaction. (1) Given the reactants [Br:1][C:2]1[CH:7]=[N:6][C:5]([O:8][CH3:9])=[C:4]2[NH:10][CH:11]=[CH:12][C:3]=12.[H-].[Na+].[CH3:15][C:16]1[CH:21]=[CH:20][C:19]([S:22](Cl)(=[O:24])=[O:23])=[CH:18][CH:17]=1, predict the reaction product. The product is: [Br:1][C:2]1[CH:7]=[N:6][C:5]([O:8][CH3:9])=[C:4]2[N:10]([S:22]([C:19]3[CH:20]=[CH:21][C:16]([CH3:15])=[CH:17][CH:18]=3)(=[O:24])=[O:23])[CH:11]=[CH:12][C:3]=12. (2) Given the reactants C(OC(=O)[NH:7][C@H:8]([C:10](=[O:18])[NH:11][CH:12]1[CH2:17][CH2:16][CH2:15][CH2:14][CH2:13]1)[CH3:9])(C)(C)C.[ClH:20], predict the reaction product. The product is: [ClH:20].[NH2:7][C@@H:8]([CH3:9])[C:10]([NH:11][CH:12]1[CH2:17][CH2:16][CH2:15][CH2:14][CH2:13]1)=[O:18]. (3) Given the reactants C[O:2][C:3]([C:5]1[CH:6]=[C:7]2[CH:13]=[C:12]([C:14]([C:19]3[CH:24]=[CH:23][C:22]([S:25]([CH3:28])(=[O:27])=[O:26])=[CH:21][CH:20]=3)=[CH:15][CH:16]([CH3:18])[CH3:17])[N:11](S(C3C=CC=CC=3)(=O)=O)[C:8]2=[N:9][CH:10]=1)=[O:4].[OH-].[Na+].Cl, predict the reaction product. The product is: [CH3:28][S:25]([C:22]1[CH:23]=[CH:24][C:19]([C:14]([C:12]2[NH:11][C:8]3=[N:9][CH:10]=[C:5]([C:3]([OH:4])=[O:2])[CH:6]=[C:7]3[CH:13]=2)=[CH:15][CH:16]([CH3:18])[CH3:17])=[CH:20][CH:21]=1)(=[O:26])=[O:27]. (4) Given the reactants [C:1]([O:5][C:6](=[O:34])[NH:7][C@@H:8]1[C@@H:13]([OH:14])[C@H:12]([CH2:15][C:16]2[CH:21]=[CH:20][C:19]([NH:22][C:23]([O:25][CH2:26][C:27]3[CH:32]=[CH:31][CH:30]=[CH:29][CH:28]=3)=[O:24])=[C:18]([F:33])[CH:17]=2)[CH2:11][S:10][CH2:9]1)([CH3:4])([CH3:3])[CH3:2].CO[C:37](OC)([CH3:39])[CH3:38].CC1C=CC(S(O)(=O)=O)=CC=1, predict the reaction product. The product is: [C:1]([O:5][C:6]([N:7]1[C@@H:8]2[C@H:13]([C@H:12]([CH2:15][C:16]3[CH:21]=[CH:20][C:19]([NH:22][C:23]([O:25][CH2:26][C:27]4[CH:32]=[CH:31][CH:30]=[CH:29][CH:28]=4)=[O:24])=[C:18]([F:33])[CH:17]=3)[CH2:11][S:10][CH2:9]2)[O:14][C:37]1([CH3:39])[CH3:38])=[O:34])([CH3:4])([CH3:2])[CH3:3].